Predict which catalyst facilitates the given reaction. From a dataset of Catalyst prediction with 721,799 reactions and 888 catalyst types from USPTO. (1) Reactant: Cl[C:2]1[N:7]=[C:6]([C:8]2[CH:13]=[CH:12][CH:11]=[CH:10][C:9]=2[F:14])[N:5]=[C:4]([NH:15][CH:16]2[CH2:19][CH2:18][CH2:17]2)[N:3]=1.[CH3:20][S:21]([C:24]1[CH:25]=[C:26]([NH2:30])[CH:27]=[CH:28][CH:29]=1)(=[O:23])=[O:22].O. Product: [CH:16]1([NH:15][C:4]2[N:3]=[C:2]([NH:30][C:26]3[CH:27]=[CH:28][CH:29]=[C:24]([S:21]([CH3:20])(=[O:23])=[O:22])[CH:25]=3)[N:7]=[C:6]([C:8]3[CH:13]=[CH:12][CH:11]=[CH:10][C:9]=3[F:14])[N:5]=2)[CH2:19][CH2:18][CH2:17]1. The catalyst class is: 1. (2) Reactant: [OH:1][CH2:2][C:3]([CH3:10])([CH3:9])[C:4]([O:6][CH2:7][CH3:8])=[O:5].C1CCN2C(=NCCC2)CC1.[C:22](=[S:24])=[S:23].[CH3:25]I. Product: [CH3:9][C:3]([CH3:10])([CH2:2][O:1][C:22]([S:24][CH3:25])=[S:23])[C:4]([O:6][CH2:7][CH3:8])=[O:5]. The catalyst class is: 3. (3) Reactant: Cl[C:2]1[C:11]2=[N:12][N:13](CC3C=CC(OC)=CC=3)[CH:14]=[C:10]2[C:9]2[CH:8]=[C:7]([O:24][CH3:25])[CH:6]=[CH:5][C:4]=2[N:3]=1.[CH3:26][C:27]1[NH:31][C:30]2[CH:32]=[C:33]([NH2:36])[CH:34]=[CH:35][C:29]=2[N:28]=1.Cl. Product: [CH3:25][O:24][C:7]1[CH:6]=[CH:5][C:4]2[N:3]=[C:2]([NH:36][C:33]3[CH:34]=[CH:35][C:29]4[N:28]=[C:27]([CH3:26])[NH:31][C:30]=4[CH:32]=3)[C:11]3=[N:12][NH:13][CH:14]=[C:10]3[C:9]=2[CH:8]=1. The catalyst class is: 71. (4) Reactant: [Cl:1][C:2]1[CH:7]=[CH:6][C:5]([N:8]2[CH2:13][NH:12][CH2:11][N:10]([C:14](=[O:23])[C:15]3[C:20]([F:21])=[CH:19][CH:18]=[CH:17][C:16]=3[F:22])[C:9]2=[O:24])=[CH:4][CH:3]=1.C(N(CC)CC)C.[C:32](Cl)(=[O:34])[CH3:33]. Product: [C:32]([N:12]1[CH2:13][N:8]([C:5]2[CH:6]=[CH:7][C:2]([Cl:1])=[CH:3][CH:4]=2)[C:9](=[O:24])[N:10]([C:14](=[O:23])[C:15]2[C:20]([F:21])=[CH:19][CH:18]=[CH:17][C:16]=2[F:22])[CH2:11]1)(=[O:34])[CH3:33]. The catalyst class is: 251. (5) Reactant: [CH3:1][C:2]([OH:13])([CH3:12])[CH2:3][N:4]1[CH:8]=[CH:7][C:6]([N+:9]([O-:11])=[O:10])=[N:5]1.CN(C=O)C.[H-].[Na+].[C:21]([O:24][CH2:25][CH3:26])(=O)C. Product: [CH3:12][C:2]([O:13][CH2:26][C@H:25]1[CH2:21][O:24]1)([CH3:1])[CH2:3][N:4]1[CH:8]=[CH:7][C:6]([N+:9]([O-:11])=[O:10])=[N:5]1. The catalyst class is: 625.